From a dataset of Peptide-MHC class II binding affinity with 134,281 pairs from IEDB. Regression. Given a peptide amino acid sequence and an MHC pseudo amino acid sequence, predict their binding affinity value. This is MHC class II binding data. The MHC is DRB1_0401 with pseudo-sequence DRB1_0401. The peptide sequence is AFKVAATAANANPAN. The binding affinity (normalized) is 0.410.